Dataset: Peptide-MHC class II binding affinity with 134,281 pairs from IEDB. Task: Regression. Given a peptide amino acid sequence and an MHC pseudo amino acid sequence, predict their binding affinity value. This is MHC class II binding data. (1) The peptide sequence is AAKPAAAATATATAA. The MHC is DRB1_0401 with pseudo-sequence DRB1_0401. The binding affinity (normalized) is 0.307. (2) The peptide sequence is LGMNHVLQSIRRNYP. The MHC is DRB1_0802 with pseudo-sequence DRB1_0802. The binding affinity (normalized) is 0.152. (3) The peptide sequence is YTTEGGTKGEAKDVI. The MHC is DRB1_0401 with pseudo-sequence DRB1_0401. The binding affinity (normalized) is 0.0972. (4) The peptide sequence is YAVSFNYFVCNLLQE. The MHC is HLA-DPA10103-DPB10401 with pseudo-sequence HLA-DPA10103-DPB10401. The binding affinity (normalized) is 0.601. (5) The peptide sequence is FQLVYQKTGECSKCY. The MHC is DRB1_0101 with pseudo-sequence DRB1_0101. The binding affinity (normalized) is 0.734. (6) The peptide sequence is GLVPKLDAAYSVAYK. The MHC is HLA-DQA10501-DQB10301 with pseudo-sequence HLA-DQA10501-DQB10301. The binding affinity (normalized) is 0.456. (7) The peptide sequence is SAQNISGAGWSGMAE. The MHC is HLA-DPA10103-DPB10401 with pseudo-sequence HLA-DPA10103-DPB10401. The binding affinity (normalized) is 0.245.